This data is from Catalyst prediction with 721,799 reactions and 888 catalyst types from USPTO. The task is: Predict which catalyst facilitates the given reaction. (1) Reactant: Cl[C:2]1[CH:7]=[C:6]([C:8]2[CH:13]=[CH:12][CH:11]=[C:10]([CH3:14])[C:9]=2[CH3:15])[N:5]=[C:4]([NH2:16])[N:3]=1.[Cl:17][C:18]1[CH:23]=[CH:22][C:21]([CH:24]2[CH2:26][CH:25]2[NH2:27])=[CH:20][CH:19]=1.CCN(C(C)C)C(C)C. Product: [Cl:17][C:18]1[CH:19]=[CH:20][C:21]([CH:24]2[CH2:26][CH:25]2[NH:27][C:2]2[CH:7]=[C:6]([C:8]3[CH:13]=[CH:12][CH:11]=[C:10]([CH3:14])[C:9]=3[CH3:15])[N:5]=[C:4]([NH2:16])[N:3]=2)=[CH:22][CH:23]=1. The catalyst class is: 51. (2) Reactant: [N+:1]([C:4]1[CH:11]=[CH:10][C:7]([CH:8]=[O:9])=[CH:6][CH:5]=1)([O-:3])=[O:2].C1(C)C=CC(S(O)(=O)=O)=CC=1.[CH2:23](O)[CH2:24][OH:25]. Product: [N+:1]([C:4]1[CH:5]=[CH:6][C:7]([CH:8]2[O:25][CH2:24][CH2:23][O:9]2)=[CH:10][CH:11]=1)([O-:3])=[O:2]. The catalyst class is: 48.